Dataset: NCI-60 drug combinations with 297,098 pairs across 59 cell lines. Task: Regression. Given two drug SMILES strings and cell line genomic features, predict the synergy score measuring deviation from expected non-interaction effect. (1) Drug 1: C(=O)(N)NO. Drug 2: COC1=NC(=NC2=C1N=CN2C3C(C(C(O3)CO)O)O)N. Cell line: MOLT-4. Synergy scores: CSS=62.3, Synergy_ZIP=0.820, Synergy_Bliss=2.71, Synergy_Loewe=-19.8, Synergy_HSA=3.62. (2) Drug 1: CC1=C(C(=O)C2=C(C1=O)N3CC4C(C3(C2COC(=O)N)OC)N4)N. Drug 2: CC1C(C(CC(O1)OC2CC(CC3=C2C(=C4C(=C3O)C(=O)C5=CC=CC=C5C4=O)O)(C(=O)C)O)N)O. Cell line: HOP-92. Synergy scores: CSS=48.6, Synergy_ZIP=0.748, Synergy_Bliss=2.67, Synergy_Loewe=0.744, Synergy_HSA=8.51. (3) Drug 1: COC1=C(C=C2C(=C1)N=CN=C2NC3=CC(=C(C=C3)F)Cl)OCCCN4CCOCC4. Drug 2: CC1OCC2C(O1)C(C(C(O2)OC3C4COC(=O)C4C(C5=CC6=C(C=C35)OCO6)C7=CC(=C(C(=C7)OC)O)OC)O)O. Cell line: CAKI-1. Synergy scores: CSS=71.7, Synergy_ZIP=1.47, Synergy_Bliss=1.14, Synergy_Loewe=5.27, Synergy_HSA=9.09. (4) Drug 1: CCCS(=O)(=O)NC1=C(C(=C(C=C1)F)C(=O)C2=CNC3=C2C=C(C=N3)C4=CC=C(C=C4)Cl)F. Drug 2: CCN(CC)CCNC(=O)C1=C(NC(=C1C)C=C2C3=C(C=CC(=C3)F)NC2=O)C. Cell line: A498. Synergy scores: CSS=3.15, Synergy_ZIP=-0.595, Synergy_Bliss=0.941, Synergy_Loewe=-0.801, Synergy_HSA=-0.463. (5) Drug 1: C1CCN(CC1)CCOC2=CC=C(C=C2)C(=O)C3=C(SC4=C3C=CC(=C4)O)C5=CC=C(C=C5)O. Drug 2: C1=CC(=CC=C1CCC2=CNC3=C2C(=O)NC(=N3)N)C(=O)NC(CCC(=O)O)C(=O)O. Cell line: NCI-H322M. Synergy scores: CSS=1.64, Synergy_ZIP=-1.12, Synergy_Bliss=-2.97, Synergy_Loewe=-3.41, Synergy_HSA=-3.06. (6) Drug 2: CC1=C(N=C(N=C1N)C(CC(=O)N)NCC(C(=O)N)N)C(=O)NC(C(C2=CN=CN2)OC3C(C(C(C(O3)CO)O)O)OC4C(C(C(C(O4)CO)O)OC(=O)N)O)C(=O)NC(C)C(C(C)C(=O)NC(C(C)O)C(=O)NCCC5=NC(=CS5)C6=NC(=CS6)C(=O)NCCC[S+](C)C)O. Cell line: 786-0. Synergy scores: CSS=51.1, Synergy_ZIP=-0.494, Synergy_Bliss=1.37, Synergy_Loewe=-2.88, Synergy_HSA=-0.280. Drug 1: CC12CCC3C(C1CCC2=O)CC(=C)C4=CC(=O)C=CC34C. (7) Drug 1: C1=CC(=C2C(=C1NCCNCCO)C(=O)C3=C(C=CC(=C3C2=O)O)O)NCCNCCO. Drug 2: C(CN)CNCCSP(=O)(O)O. Cell line: M14. Synergy scores: CSS=19.8, Synergy_ZIP=1.67, Synergy_Bliss=4.10, Synergy_Loewe=-41.4, Synergy_HSA=1.66.